This data is from Reaction yield outcomes from USPTO patents with 853,638 reactions. The task is: Predict the reaction yield, written as a fraction of the theoretical maximum amount of product (1.0 means a 100% yield; for example, 0.34 means a 34% yield). (1) The reactants are [H-].[Na+].[CH2:3]([OH:7])[CH2:4][CH2:5][OH:6].[CH2:8](CS([O-])(=O)=O)[CH2:9][CH:10]([CH2:12][CH2:13][CH2:14][CH:15]([CH2:17][CH2:18][CH2:19][CH:20]([CH2:22][CH2:23][CH2:24][CH:25]([CH3:27])[CH3:26])[CH3:21])[CH3:16])[CH3:11]. No catalyst specified. The product is [CH2:8]([O:6][CH2:5][CH2:4][CH2:3][OH:7])[CH2:9][CH:10]([CH2:12][CH2:13][CH2:14][CH:15]([CH2:17][CH2:18][CH2:19][CH:20]([CH2:22][CH2:23][CH2:24][CH:25]([CH3:26])[CH3:27])[CH3:21])[CH3:16])[CH3:11]. The yield is 0.870. (2) The reactants are F[C:2]1[C:3]([CH3:22])=[N:4][C:5]2[C:10]([N:11]=1)=[C:9]([C:12]1[NH:20][C:19]3[CH2:18][CH2:17][NH:16][C:15](=[O:21])[C:14]=3[CH:13]=1)[CH:8]=[CH:7][CH:6]=2.Cl.[O:24]1[CH2:29][CH2:28][CH2:27][CH:26]([NH2:30])[CH2:25]1.CCN(C(C)C)C(C)C. No catalyst specified. The product is [CH3:22][C:3]1[C:2]([NH:30][CH:26]2[CH2:27][CH2:28][CH2:29][O:24][CH2:25]2)=[N:11][C:10]2[C:5](=[CH:6][CH:7]=[CH:8][C:9]=2[C:12]2[NH:20][C:19]3[CH2:18][CH2:17][NH:16][C:15](=[O:21])[C:14]=3[CH:13]=2)[N:4]=1. The yield is 0.750.